Task: Predict the product of the given reaction.. Dataset: Forward reaction prediction with 1.9M reactions from USPTO patents (1976-2016) (1) Given the reactants [CH2:1]([N:8]1[CH2:14][CH2:13][CH:12]([C:15]([O:17]C(C)(C)C)=[O:16])[N:11]([S:22]([C:25]2[CH:30]=[CH:29][C:28]([O:31][CH2:32][C:33]#[C:34][CH3:35])=[CH:27][CH:26]=2)(=[O:24])=[O:23])[CH2:10][CH2:9]1)[C:2]1[CH:7]=[CH:6][CH:5]=[CH:4][CH:3]=1.FC(F)(F)C(O)=O, predict the reaction product. The product is: [CH2:1]([N:8]1[CH2:14][CH2:13][CH:12]([C:15]([OH:17])=[O:16])[N:11]([S:22]([C:25]2[CH:30]=[CH:29][C:28]([O:31][CH2:32][C:33]#[C:34][CH3:35])=[CH:27][CH:26]=2)(=[O:24])=[O:23])[CH2:10][CH2:9]1)[C:2]1[CH:7]=[CH:6][CH:5]=[CH:4][CH:3]=1. (2) Given the reactants C(OP(OCC)OCC)C.[C:11]([O:14]/[C:15](/[C:20]1[CH:25]=[CH:24][C:23]([O:26][CH2:27][C:28]2[CH:37]=[CH:36][C:35]3[C:30](=[CH:31][CH:32]=[C:33]([F:38])[CH:34]=3)[N:29]=2)=[CH:22][C:21]=1[CH:39]([C:44]1[CH:49]=[CH:48][CH:47]=[CH:46][CH:45]=1)[C:40]([CH3:43])([CH3:42])[CH3:41])=[CH:16]\[N:17]=[N+]=[N-])(=O)[CH3:12], predict the reaction product. The product is: [CH3:41][C:40]([CH3:42])([CH3:43])[CH:39]([C:21]1[CH:22]=[C:23]([CH:24]=[CH:25][C:20]=1[C:15]1[O:14][C:11]([CH3:12])=[N:17][CH:16]=1)[O:26][CH2:27][C:28]1[CH:37]=[CH:36][C:35]2[C:30](=[CH:31][CH:32]=[C:33]([F:38])[CH:34]=2)[N:29]=1)[C:44]1[CH:49]=[CH:48][CH:47]=[CH:46][CH:45]=1. (3) Given the reactants [NH2:1][C:2]1[CH:10]=[CH:9][C:5]2[NH:6][CH:7]=[N:8][C:4]=2[CH:3]=1.[N:11]([C:14]1[C:22]2[C:18](=[N:19][S:20][N:21]=2)[CH:17]=[CH:16][CH:15]=1)=[C:12]=[S:13], predict the reaction product. The product is: [N:19]1[S:20][N:21]=[C:22]2[C:14]([NH:11][C:12]([NH:1][C:2]3[CH:10]=[CH:9][C:5]4[NH:6][CH:7]=[N:8][C:4]=4[CH:3]=3)=[S:13])=[CH:15][CH:16]=[CH:17][C:18]=12. (4) Given the reactants [F:1][C:2]([F:34])([F:33])[C:3]1[CH:32]=[CH:31][C:6]([CH2:7][O:8][C:9]([N:11]2[CH2:16][CH2:15][CH2:14][CH:13]([C:17]3[CH:22]=[CH:21][C:20]([CH3:23])=[C:19]([NH:24][CH2:25][C:26]([O:28]CC)=[O:27])[CH:18]=3)[CH2:12]2)=[O:10])=[CH:5][CH:4]=1.C(=O)([O-])[O-].[K+].[K+].CO, predict the reaction product. The product is: [F:33][C:2]([F:1])([F:34])[C:3]1[CH:32]=[CH:31][C:6]([CH2:7][O:8][C:9]([N:11]2[CH2:16][CH2:15][CH2:14][CH:13]([C:17]3[CH:22]=[CH:21][C:20]([CH3:23])=[C:19]([NH:24][CH2:25][C:26]([OH:28])=[O:27])[CH:18]=3)[CH2:12]2)=[O:10])=[CH:5][CH:4]=1. (5) Given the reactants CS(O[C@H:6]1[CH2:10][CH2:9][N:8]([C:11]([O:13][C:14]([CH3:17])([CH3:16])[CH3:15])=[O:12])[CH2:7]1)(=O)=O.[C-:18]#[N:19].[Na+], predict the reaction product. The product is: [C:18]([C@@H:6]1[CH2:10][CH2:9][N:8]([C:11]([O:13][C:14]([CH3:17])([CH3:16])[CH3:15])=[O:12])[CH2:7]1)#[N:19]. (6) Given the reactants [NH:1]1[C:5]([C:6]2[CH:7]=[C:8]([C:12]3[N:17]4[N:18]=[CH:19][C:20]([C:21]([C:23]5[S:24][CH:25]=[CH:26][CH:27]=5)=[O:22])=[C:16]4[N:15]=[CH:14][CH:13]=3)[CH:9]=[CH:10][CH:11]=2)=[N:4][N:3]=[N:2]1.[CH2:28](Br)[CH:29]([CH3:31])[CH3:30], predict the reaction product. The product is: [CH2:28]([N:3]1[N:2]=[N:1][C:5]([C:6]2[CH:7]=[C:8]([C:12]3[N:17]4[N:18]=[CH:19][C:20]([C:21]([C:23]5[S:24][CH:25]=[CH:26][CH:27]=5)=[O:22])=[C:16]4[N:15]=[CH:14][CH:13]=3)[CH:9]=[CH:10][CH:11]=2)=[N:4]1)[CH:29]([CH3:31])[CH3:30]. (7) Given the reactants [Cl:1][C:2]1[CH:3]=[C:4]([C:7]([N:9]([CH2:19][CH:20]2[CH2:23][CH2:22][CH2:21]2)[CH2:10][C:11]2[CH:16]=[CH:15][C:14]([OH:17])=[CH:13][C:12]=2[F:18])=[O:8])[NH:5]C=1.[C:24]([NH:31][C@:32]([C:36]([OH:38])=O)([CH3:35])[CH2:33][CH3:34])([O:26][C:27]([CH3:30])([CH3:29])[CH3:28])=[O:25].C1CCC([N:45]=C=NC2CCCCC2)CC1.N1C=CC=CC=1, predict the reaction product. The product is: [C:24]([NH:31][C@@:32]([CH3:35])([CH2:33][CH3:34])[C:36]([O:17][C:14]1[CH:15]=[CH:16][C:11]([CH2:10][N:9]([CH2:19][CH:20]2[CH2:21][CH2:22][CH2:23]2)[C:7]([C:4]2[NH:5][N:45]=[C:2]([Cl:1])[CH:3]=2)=[O:8])=[C:12]([F:18])[CH:13]=1)=[O:38])([O:26][C:27]([CH3:30])([CH3:29])[CH3:28])=[O:25].